Dataset: NCI-60 drug combinations with 297,098 pairs across 59 cell lines. Task: Regression. Given two drug SMILES strings and cell line genomic features, predict the synergy score measuring deviation from expected non-interaction effect. (1) Drug 1: CC1CCC2CC(C(=CC=CC=CC(CC(C(=O)C(C(C(=CC(C(=O)CC(OC(=O)C3CCCCN3C(=O)C(=O)C1(O2)O)C(C)CC4CCC(C(C4)OC)O)C)C)O)OC)C)C)C)OC. Drug 2: C(CCl)NC(=O)N(CCCl)N=O. Cell line: HT29. Synergy scores: CSS=23.5, Synergy_ZIP=-6.76, Synergy_Bliss=-0.418, Synergy_Loewe=-19.9, Synergy_HSA=-0.811. (2) Drug 1: CC1C(C(CC(O1)OC2CC(CC3=C2C(=C4C(=C3O)C(=O)C5=C(C4=O)C(=CC=C5)OC)O)(C(=O)CO)O)N)O.Cl. Drug 2: C1=NNC2=C1C(=O)NC=N2. Cell line: SNB-75. Synergy scores: CSS=2.85, Synergy_ZIP=-0.307, Synergy_Bliss=1.58, Synergy_Loewe=-3.92, Synergy_HSA=-0.190. (3) Drug 1: C1=NC2=C(N=C(N=C2N1C3C(C(C(O3)CO)O)O)F)N. Drug 2: C1CC(=O)NC(=O)C1N2C(=O)C3=CC=CC=C3C2=O. Cell line: UACC62. Synergy scores: CSS=-4.31, Synergy_ZIP=1.73, Synergy_Bliss=-2.13, Synergy_Loewe=-1.91, Synergy_HSA=-5.57. (4) Drug 1: C1=NC2=C(N=C(N=C2N1C3C(C(C(O3)CO)O)F)Cl)N. Drug 2: CCN(CC)CCNC(=O)C1=C(NC(=C1C)C=C2C3=C(C=CC(=C3)F)NC2=O)C. Cell line: NCI-H460. Synergy scores: CSS=-2.18, Synergy_ZIP=0.698, Synergy_Bliss=-0.190, Synergy_Loewe=-3.10, Synergy_HSA=-2.53. (5) Drug 1: COC1=C(C=C2C(=C1)N=CN=C2NC3=CC(=C(C=C3)F)Cl)OCCCN4CCOCC4. Drug 2: C1=CN(C=N1)CC(O)(P(=O)(O)O)P(=O)(O)O. Cell line: LOX IMVI. Synergy scores: CSS=0.345, Synergy_ZIP=-4.21, Synergy_Bliss=-9.36, Synergy_Loewe=-11.5, Synergy_HSA=-8.23. (6) Drug 1: C1CCN(CC1)CCOC2=CC=C(C=C2)C(=O)C3=C(SC4=C3C=CC(=C4)O)C5=CC=C(C=C5)O. Drug 2: C1=NC2=C(N=C(N=C2N1C3C(C(C(O3)CO)O)O)F)N. Cell line: SK-OV-3. Synergy scores: CSS=1.96, Synergy_ZIP=0.950, Synergy_Bliss=2.31, Synergy_Loewe=-3.06, Synergy_HSA=-0.760. (7) Drug 2: CC1=CC=C(C=C1)C2=CC(=NN2C3=CC=C(C=C3)S(=O)(=O)N)C(F)(F)F. Drug 1: CN(CC1=CN=C2C(=N1)C(=NC(=N2)N)N)C3=CC=C(C=C3)C(=O)NC(CCC(=O)O)C(=O)O. Synergy scores: CSS=31.5, Synergy_ZIP=3.64, Synergy_Bliss=5.63, Synergy_Loewe=-45.0, Synergy_HSA=-0.819. Cell line: HT29. (8) Drug 1: CCN(CC)CCNC(=O)C1=C(NC(=C1C)C=C2C3=C(C=CC(=C3)F)NC2=O)C. Drug 2: C1C(C(OC1N2C=NC(=NC2=O)N)CO)O. Cell line: UACC-257. Synergy scores: CSS=-0.288, Synergy_ZIP=-0.814, Synergy_Bliss=-2.72, Synergy_Loewe=-5.28, Synergy_HSA=-5.28. (9) Drug 1: COC1=NC(=NC2=C1N=CN2C3C(C(C(O3)CO)O)O)N. Drug 2: C1C(C(OC1N2C=NC(=NC2=O)N)CO)O. Cell line: PC-3. Synergy scores: CSS=18.1, Synergy_ZIP=-5.13, Synergy_Bliss=0.222, Synergy_Loewe=5.29, Synergy_HSA=5.50. (10) Drug 1: CCC1(CC2CC(C3=C(CCN(C2)C1)C4=CC=CC=C4N3)(C5=C(C=C6C(=C5)C78CCN9C7C(C=CC9)(C(C(C8N6C=O)(C(=O)OC)O)OC(=O)C)CC)OC)C(=O)OC)O.OS(=O)(=O)O. Drug 2: CC12CCC3C(C1CCC2O)C(CC4=C3C=CC(=C4)O)CCCCCCCCCS(=O)CCCC(C(F)(F)F)(F)F. Cell line: SW-620. Synergy scores: CSS=42.2, Synergy_ZIP=3.77, Synergy_Bliss=4.85, Synergy_Loewe=-10.5, Synergy_HSA=4.85.